This data is from Catalyst prediction with 721,799 reactions and 888 catalyst types from USPTO. The task is: Predict which catalyst facilitates the given reaction. Reactant: C([O:3][C:4]([C:6]1[CH:10]=[C:9]([C:11]#[N:12])[N:8]([C:13]2[CH:18]=[CH:17][CH:16]=[CH:15][CH:14]=2)[N:7]=1)=O)C.[BH4-].[Li+].C(=O)(O)[O-].[Na+]. Product: [OH:3][CH2:4][C:6]1[CH:10]=[C:9]([C:11]#[N:12])[N:8]([C:13]2[CH:18]=[CH:17][CH:16]=[CH:15][CH:14]=2)[N:7]=1. The catalyst class is: 1.